The task is: Predict the product of the given reaction.. This data is from Forward reaction prediction with 1.9M reactions from USPTO patents (1976-2016). (1) Given the reactants [C:1]1([CH3:15])[CH:6]=[CH:5][CH:4]=[C:3]([N:7]2[CH:11]=[N:10][C:9]([C:12]([OH:14])=O)=[N:8]2)[CH:2]=1.CN(C(ON1N=NC2C=CC=CC1=2)=[N+](C)C)C.[B-](F)(F)(F)F.CCN(C(C)C)C(C)C.[C:47]([O:51][C:52]([N:54]1[CH2:59][CH2:58][NH:57][CH2:56][CH:55]1[CH3:60])=[O:53])([CH3:50])([CH3:49])[CH3:48], predict the reaction product. The product is: [C:47]([O:51][C:52]([N:54]1[CH2:59][CH2:58][N:57]([C:12]([C:9]2[N:10]=[CH:11][N:7]([C:3]3[CH:2]=[C:1]([CH3:15])[CH:6]=[CH:5][CH:4]=3)[N:8]=2)=[O:14])[CH2:56][CH:55]1[CH3:60])=[O:53])([CH3:50])([CH3:48])[CH3:49]. (2) The product is: [Cl:1][C:2]1[CH:7]=[CH:6][C:5]([C:8]([N:15]2[C:23]3[C:18](=[C:19]([NH:25][S:26]([CH3:29])(=[O:27])=[O:28])[CH:20]=[C:21]([F:24])[CH:22]=3)[CH:17]=[CH:16]2)([CH2:13][CH3:14])[CH2:9][OH:10])=[CH:4][CH:3]=1. Given the reactants [Cl:1][C:2]1[CH:7]=[CH:6][C:5]([C:8]([N:15]2[C:23]3[C:18](=[C:19]([NH:25][S:26]([CH3:29])(=[O:28])=[O:27])[CH:20]=[C:21]([F:24])[CH:22]=3)[CH:17]=[CH:16]2)([CH2:13][CH3:14])[C:9](OC)=[O:10])=[CH:4][CH:3]=1.[H-].[Al+3].[Li+].[H-].[H-].[H-].Cl, predict the reaction product. (3) Given the reactants [Cl:1][C:2]1[CH:17]=[CH:16][C:5]([CH2:6][NH:7][C:8](=[O:15])[NH:9][O:10][CH2:11][C:12]([OH:14])=O)=[CH:4][CH:3]=1.[NH2:18][C@@H:19]([CH2:42][C:43]1[CH:48]=[CH:47][C:46]([O:49][C:50]([CH3:53])([CH3:52])[CH3:51])=[CH:45][CH:44]=1)[C:20]([N:22]([CH2:32][C:33]1[C:34]2[CH:41]=[CH:40][CH:39]=[CH:38][C:35]=2[S:36][CH:37]=1)[C@@H:23]([CH3:31])[CH:24]([O:28][CH2:29][CH3:30])[O:25][CH2:26][CH3:27])=[O:21], predict the reaction product. The product is: [Cl:1][C:2]1[CH:3]=[CH:4][C:5]([CH2:6][NH:7][C:8]([NH:9][O:10][CH2:11][C:12]([NH:18][C@@H:19]([CH2:42][C:43]2[CH:48]=[CH:47][C:46]([O:49][C:50]([CH3:53])([CH3:51])[CH3:52])=[CH:45][CH:44]=2)[C:20]([N:22]([CH2:32][C:33]2[C:34]3[CH:41]=[CH:40][CH:39]=[CH:38][C:35]=3[S:36][CH:37]=2)[C@@H:23]([CH3:31])[CH:24]([O:28][CH2:29][CH3:30])[O:25][CH2:26][CH3:27])=[O:21])=[O:14])=[O:15])=[CH:16][CH:17]=1.